Dataset: Forward reaction prediction with 1.9M reactions from USPTO patents (1976-2016). Task: Predict the product of the given reaction. (1) Given the reactants [Br:1][C:2]1[CH:11]=[CH:10][C:9]2[N:8]=CC3=NS[C:14]([C:15]4[CH:20]=[CH:19][C:18]([C:21]([CH3:25])([CH3:24])[C:22]#[N:23])=[CH:17][CH:16]=4)=[C:5]3[C:4]=2[CH:3]=1.N1C=CC=C(B(O)[OH:33])C=1.C([O-])([O-])=O.[Na+].[Na+], predict the reaction product. The product is: [NH2:8][C:9]1[CH:10]=[CH:11][C:2]([Br:1])=[CH:3][C:4]=1[C:5](=[O:33])[CH2:14][C:15]1[CH:20]=[CH:19][C:18]([C:21]([CH3:25])([CH3:24])[C:22]#[N:23])=[CH:17][CH:16]=1. (2) Given the reactants [Br:1][C:2]1[CH:3]=[CH:4][C:5]([C:8]2[CH2:12][CH:11]([CH2:13]Cl)[O:10][N:9]=2)=[N:6][CH:7]=1.[N:15]1[CH:20]=[CH:19][C:18]([CH2:21][CH2:22][NH2:23])=[CH:17][CH:16]=1, predict the reaction product. The product is: [Br:1][C:2]1[CH:3]=[CH:4][C:5]([C:8]2[CH2:12][CH:11]([CH2:13][NH:23][CH2:22][CH2:21][C:18]3[CH:19]=[CH:20][N:15]=[CH:16][CH:17]=3)[O:10][N:9]=2)=[N:6][CH:7]=1. (3) Given the reactants [NH2:1][C:2]1[CH:7]=[CH:6][CH:5]=[CH:4][C:3]=1[NH:8][C:9]([NH:11][C:12]1[CH:17]=[CH:16][CH:15]=[CH:14][CH:13]=1)=[O:10].C(N(CC)CC)C.[C:25]1([CH3:35])[C:26]([S:31](Cl)(=[O:33])=[O:32])=[CH:27][CH:28]=[CH:29][CH:30]=1, predict the reaction product. The product is: [CH3:35][C:25]1[CH:30]=[CH:29][CH:28]=[CH:27][C:26]=1[S:31]([NH:1][C:2]1[CH:7]=[CH:6][CH:5]=[CH:4][C:3]=1[NH:8][C:9]([NH:11][C:12]1[CH:17]=[CH:16][CH:15]=[CH:14][CH:13]=1)=[O:10])(=[O:33])=[O:32]. (4) Given the reactants C[O:2][C:3]([C:5]1[S:6][C:7]([C:26]#[C:27][C:28]([CH3:31])([CH3:30])[CH3:29])=[CH:8][C:9]=1[N:10]1[CH:15]([CH:16]2[CH2:21][CH2:20][CH2:19][CH2:18][CH2:17]2)[CH2:14][CH2:13][C@@H:12]([CH2:22][CH:23]=[CH2:24])[C:11]1=[O:25])=[O:4].B1C2CCCC1CCC2.[OH-:41].[Na+].OO, predict the reaction product. The product is: [CH:16]1([CH:15]2[N:10]([C:9]3[CH:8]=[C:7]([C:26]#[C:27][C:28]([CH3:30])([CH3:31])[CH3:29])[S:6][C:5]=3[C:3]([OH:2])=[O:4])[C:11](=[O:25])[C@H:12]([CH2:22][CH2:23][CH2:24][OH:41])[CH2:13][CH2:14]2)[CH2:17][CH2:18][CH2:19][CH2:20][CH2:21]1. (5) Given the reactants [NH2:1][C:2]1[CH:7]=[CH:6][C:5]([C:8]2[CH:13]=[CH:12][C:11]([C:14](=[O:26])[CH2:15][C:16]3([C:22]([O:24]C)=[O:23])[CH2:21][CH2:20][O:19][CH2:18][CH2:17]3)=[CH:10][CH:9]=2)=[CH:4][CH:3]=1.[CH2:27]([O:29][C:30]1[CH:35]=[CH:34][CH:33]=[CH:32][C:31]=1[N:36]=[C:37]=[O:38])[CH3:28].[OH-].[Na+], predict the reaction product. The product is: [CH2:27]([O:29][C:30]1[CH:35]=[CH:34][CH:33]=[CH:32][C:31]=1[NH:36][C:37]([NH:1][C:2]1[CH:3]=[CH:4][C:5]([C:8]2[CH:13]=[CH:12][C:11]([C:14](=[O:26])[CH2:15][C:16]3([C:22]([OH:24])=[O:23])[CH2:21][CH2:20][O:19][CH2:18][CH2:17]3)=[CH:10][CH:9]=2)=[CH:6][CH:7]=1)=[O:38])[CH3:28]. (6) Given the reactants [C:1]([O:9][CH2:10][CH2:11][N:12]1[C:20]2[C:19](Cl)=[N:18][CH:17]=[N:16][C:15]=2[CH:14]=[CH:13]1)(=[O:8])[C:2]1[CH:7]=[CH:6][CH:5]=[CH:4][CH:3]=1.[NH2:22][C:23]1[CH:28]=[CH:27][C:26]([OH:29])=[CH:25][C:24]=1[Cl:30].C(=O)([O-])[O-].[K+].[K+], predict the reaction product. The product is: [C:1]([O:9][CH2:10][CH2:11][N:12]1[C:20]2[C:19]([O:29][C:26]3[CH:27]=[CH:28][C:23]([NH2:22])=[C:24]([Cl:30])[CH:25]=3)=[N:18][CH:17]=[N:16][C:15]=2[CH:14]=[CH:13]1)(=[O:8])[C:2]1[CH:7]=[CH:6][CH:5]=[CH:4][CH:3]=1. (7) Given the reactants C1(C(C2C=CC=CC=2)[N:8]2[CH2:11][CH:10]([N:12]3[CH2:17][CH2:16][S:15][CH2:14][CH2:13]3)[CH2:9]2)C=CC=CC=1.[Cl:24]C(OC(Cl)C)=O.CO, predict the reaction product. The product is: [ClH:24].[ClH:24].[NH:8]1[CH2:11][CH:10]([N:12]2[CH2:17][CH2:16][S:15][CH2:14][CH2:13]2)[CH2:9]1. (8) Given the reactants [C:1]1([S:7](Cl)(=[O:9])=[O:8])[CH:6]=[CH:5][CH:4]=[CH:3][CH:2]=1.[NH2:11][CH2:12][CH2:13][CH2:14][CH2:15][CH2:16][C:17]([OH:19])=[O:18], predict the reaction product. The product is: [C:1]1([S:7]([NH:11][CH2:12][CH2:13][CH2:14][CH2:15][CH2:16][C:17]([OH:19])=[O:18])(=[O:9])=[O:8])[CH:6]=[CH:5][CH:4]=[CH:3][CH:2]=1. (9) Given the reactants C([NH:18][CH2:19][C:20]([OH:22])=[O:21])(OCC1C2C(=CC=CC=2)C2C1=CC=CC=2)=O.[CH3:23][O:24][CH2:25][CH2:26][CH:27]([O:31][C:32]([C:47]1[CH:52]=[CH:51][CH:50]=[CH:49][CH:48]=1)([C:39]1[CH:44]=[CH:43][C:42]([O:45][CH3:46])=[CH:41][CH:40]=1)[C:33]1[CH:38]=[CH:37][CH:36]=[CH:35][CH:34]=1)[C:28]([NH2:30])=[O:29].N1CCCCC1, predict the reaction product. The product is: [NH2:18][CH2:19][C:20]([OH:22])=[O:21].[CH3:23][O:24][CH2:25][CH2:26][CH:27]([O:31][C:32]([C:47]1[CH:48]=[CH:49][CH:50]=[CH:51][CH:52]=1)([C:39]1[CH:40]=[CH:41][C:42]([O:45][CH3:46])=[CH:43][CH:44]=1)[C:33]1[CH:38]=[CH:37][CH:36]=[CH:35][CH:34]=1)[C:28]([NH2:30])=[O:29]. (10) Given the reactants Cl.[N:2]1[CH:7]=[CH:6][N:5]=[CH:4][C:3]=1[CH2:8][C:9]([OH:11])=O.[NH2:12][C@@H:13]([CH2:31][O:32][CH2:33][C:34]1[CH:39]=[CH:38][CH:37]=[CH:36][CH:35]=1)[C:14]([NH:16][C:17]1[CH:22]=[CH:21][C:20]([O:23][C:24]2[CH:29]=[CH:28][C:27]([F:30])=[CH:26][CH:25]=2)=[CH:19][CH:18]=1)=[O:15], predict the reaction product. The product is: [CH2:33]([O:32][CH2:31][C@H:13]([NH:12][C:9](=[O:11])[CH2:8][C:3]1[CH:4]=[N:5][CH:6]=[CH:7][N:2]=1)[C:14]([NH:16][C:17]1[CH:22]=[CH:21][C:20]([O:23][C:24]2[CH:29]=[CH:28][C:27]([F:30])=[CH:26][CH:25]=2)=[CH:19][CH:18]=1)=[O:15])[C:34]1[CH:39]=[CH:38][CH:37]=[CH:36][CH:35]=1.